From a dataset of Reaction yield outcomes from USPTO patents with 853,638 reactions. Predict the reaction yield, written as a fraction of the theoretical maximum amount of product (1.0 means a 100% yield; for example, 0.34 means a 34% yield). (1) The reactants are [C:1]([O:5][C:6](=[O:25])[C:7]([S:10][C:11]1[C:20]([Cl:21])=[CH:19][C:18]2[CH2:17][CH:16]([NH:22][CH2:23][CH3:24])[CH2:15][CH2:14][C:13]=2[CH:12]=1)([CH3:9])[CH3:8])([CH3:4])([CH3:3])[CH3:2].Cl[C:27]([O:29][C:30]1[CH:35]=[CH:34][C:33]([CH3:36])=[CH:32][CH:31]=1)=[O:28]. The catalyst is C(Cl)Cl. The product is [C:1]([O:5][C:6](=[O:25])[C:7]([S:10][C:11]1[C:20]([Cl:21])=[CH:19][C:18]2[CH2:17][CH:16]([N:22]([CH2:23][CH3:24])[C:27]([O:29][C:30]3[CH:35]=[CH:34][C:33]([CH3:36])=[CH:32][CH:31]=3)=[O:28])[CH2:15][CH2:14][C:13]=2[CH:12]=1)([CH3:9])[CH3:8])([CH3:2])([CH3:3])[CH3:4]. The yield is 0.290. (2) The reactants are [NH2:1][C:2]1[N:7]=[CH:6][N:5]=[C:4]2[N:8]([C:12]3[CH:13]=[C:14]([N:18]([CH3:23])[C:19](=[O:22])[CH:20]=[CH2:21])[CH:15]=[CH:16][CH:17]=3)[N:9]=[C:10](I)[C:3]=12.[Cl:24][C:25]1[CH:30]=[CH:29][C:28](B(O)O)=[CH:27][CH:26]=1. The catalyst is COCCOC.O.C1C=CC(P(C2C=CC=CC=2)[C-]2C=CC=C2)=CC=1.C1C=CC(P(C2C=CC=CC=2)[C-]2C=CC=C2)=CC=1.Cl[Pd]Cl.[Fe+2]. The product is [NH2:1][C:2]1[N:7]=[CH:6][N:5]=[C:4]2[N:8]([C:12]3[CH:13]=[C:14]([N:18]([CH3:23])[C:19](=[O:22])[CH:20]=[CH2:21])[CH:15]=[CH:16][CH:17]=3)[N:9]=[C:10]([C:28]3[CH:29]=[CH:30][C:25]([Cl:24])=[CH:26][CH:27]=3)[C:3]=12. The yield is 0.280. (3) The reactants are [N:1]1([S:6]([C:9]2[CH:10]=[C:11]([CH:15]=[CH:16][CH:17]=2)[C:12]([OH:14])=[O:13])(=[O:8])=[O:7])[CH2:5][CH2:4][CH2:3][CH2:2]1.S(=O)(=O)(O)O.[CH3:23]O. No catalyst specified. The product is [N:1]1([S:6]([C:9]2[CH:10]=[C:11]([CH:15]=[CH:16][CH:17]=2)[C:12]([O:14][CH3:23])=[O:13])(=[O:7])=[O:8])[CH2:2][CH2:3][CH2:4][CH2:5]1. The yield is 0.683. (4) The reactants are [CH3:1][C:2]1[C:6]([C:7]([O:9]CC2C=CC=CC=2)=[O:8])=[C:5]([C:17]([F:20])([F:19])[F:18])[NH:4][N:3]=1. The catalyst is [Pd].CCOC(C)=O. The product is [CH3:1][C:2]1[C:6]([C:7]([OH:9])=[O:8])=[C:5]([C:17]([F:19])([F:18])[F:20])[NH:4][N:3]=1. The yield is 0.740. (5) The reactants are [C:1]([C:3]1[CH:11]=[CH:10][C:6]2[O:7][CH2:8][O:9][C:5]=2[CH:4]=1)#[CH:2].[C:12]([O:16][C:17](N1C2C(=CC=C(CCOC3C=C4C(=CC=3)NC=C4)N=2)CCC1)=[O:18])(C)(C)[CH3:13]. No catalyst specified. The product is [CH2:12]([O:16][C:17](=[O:18])[C:2]#[C:1][C:3]1[CH:11]=[CH:10][C:6]2[O:7][CH2:8][O:9][C:5]=2[CH:4]=1)[CH3:13]. The yield is 0.540. (6) The reactants are Br[C:2]1[CH:7]=[CH:6][CH:5]=[CH:4][N:3]=1.C([O-])([O-])=O.[K+].[K+].[NH2:14][C:15]1[CH:20]=[CH:19][CH:18]=[CH:17][C:16]=1B1OC(C)(C)C(C)(C)O1. The catalyst is COCCOC.O.C1C=CC([P]([Pd]([P](C2C=CC=CC=2)(C2C=CC=CC=2)C2C=CC=CC=2)([P](C2C=CC=CC=2)(C2C=CC=CC=2)C2C=CC=CC=2)[P](C2C=CC=CC=2)(C2C=CC=CC=2)C2C=CC=CC=2)(C2C=CC=CC=2)C2C=CC=CC=2)=CC=1. The product is [N:3]1[CH:4]=[CH:5][CH:6]=[CH:7][C:2]=1[C:16]1[CH:17]=[CH:18][CH:19]=[CH:20][C:15]=1[NH2:14]. The yield is 0.860. (7) No catalyst specified. The product is [NH2:28][C:26](=[O:27])[CH2:25][C:19]1([NH:18][C:15]([C:13]2[CH:12]=[CH:11][CH:10]=[C:9]([C:4]3[CH:5]=[CH:6][C:7]([F:8])=[C:2]([Cl:1])[CH:3]=3)[N:14]=2)=[O:17])[CH2:20][S:21](=[O:23])(=[O:24])[CH2:22]1. The reactants are [Cl:1][C:2]1[CH:3]=[C:4]([C:9]2[N:14]=[C:13]([C:15]([OH:17])=O)[CH:12]=[CH:11][CH:10]=2)[CH:5]=[CH:6][C:7]=1[F:8].[NH2:18][C:19]1([CH2:25][C:26]([NH2:28])=[O:27])[CH2:22][S:21](=[O:24])(=[O:23])[CH2:20]1.CN(C(ON1N=NC2C=CC=CC1=2)=[N+](C)C)C.[B-](F)(F)(F)F.CCN(C(C)C)C(C)C. The yield is 0.790.